Predict the product of the given reaction. From a dataset of Forward reaction prediction with 1.9M reactions from USPTO patents (1976-2016). (1) Given the reactants [N+:1]([C:4]1[CH:5]=[CH:6][C:7]([O:10][C:11]2[CH:16]=[CH:15][CH:14]=[CH:13][CH:12]=2)=[N:8][CH:9]=1)([O-])=O.C(=O)([O-])[O-].[Na+].[Na+].N, predict the reaction product. The product is: [NH2:1][C:4]1[CH:5]=[CH:6][C:7]([O:10][C:11]2[CH:16]=[CH:15][CH:14]=[CH:13][CH:12]=2)=[N:8][CH:9]=1. (2) The product is: [C:6]([O:10][CH2:11][CH2:12][CH2:13][CH2:14][CH2:15][CH:16]([CH3:18])[CH3:17])(=[O:9])[CH:7]=[CH2:8].[C:6]([OH:10])(=[O:9])[CH:7]=[CH2:8]. Given the reactants C(Br)(Br)(Br)Br.[C:6]([O:10][CH2:11][CH2:12][CH2:13][CH2:14][CH2:15][CH:16]([CH3:18])[CH3:17])(=[O:9])[CH:7]=[CH2:8], predict the reaction product. (3) Given the reactants [NH2:1][C:2]1[CH:9]=[CH:8][CH:7]=[CH:6][C:3]=1[CH2:4][NH2:5].[Cl:10][C:11]1[CH:16]=[CH:15][C:14]([N:17]=[C:18]=S)=[CH:13][CH:12]=1, predict the reaction product. The product is: [Cl:10][C:11]1[CH:16]=[CH:15][C:14]([NH:17][C:18]2[NH:5][CH2:4][C:3]3[C:2](=[CH:9][CH:8]=[CH:7][CH:6]=3)[N:1]=2)=[CH:13][CH:12]=1. (4) Given the reactants [C:1]([O:5][C:6]([N:8]1[CH2:12][CH2:11][CH:10]([O:13]C2C=CC=CC=2N)[CH2:9]1)=[O:7])([CH3:4])([CH3:3])[CH3:2].[H-].[Na+].F[C:24]1[CH:25]=[C:26]([CH:30]=[CH:31][C:32]=1[N+:33]([O-:35])=[O:34])[C:27]([NH2:29])=[O:28], predict the reaction product. The product is: [C:1]([O:5][C:6]([N:8]1[CH2:12][CH2:11][CH:10]([O:13][C:24]2[CH:25]=[C:26]([C:27](=[O:28])[NH2:29])[CH:30]=[CH:31][C:32]=2[N+:33]([O-:35])=[O:34])[CH2:9]1)=[O:7])([CH3:4])([CH3:2])[CH3:3]. (5) Given the reactants [NH2:1][C@@H:2]1[CH2:8][C@:7]2([C:17]3[CH:22]=[CH:21][CH:20]=[CH:19][CH:18]=3)[N:9]([CH2:10][C:11]3[CH:16]=[CH:15][CH:14]=[CH:13][CH:12]=3)[C@H:3]1[CH2:4][CH2:5][C@H:6]2[O:23][CH2:24][C:25]1[CH:30]=[C:29]([C:31]([F:34])([F:33])[F:32])[CH:28]=[C:27]([C:35]([F:38])([F:37])[F:36])[CH:26]=1.[C:39](O)(=[O:41])[CH3:40].C(N(CC)CC)C.Cl.CN(C)CCCN=C=NCC, predict the reaction product. The product is: [C:39]([NH:1][C@@H:2]1[CH2:8][C@:7]2([C:17]3[CH:18]=[CH:19][CH:20]=[CH:21][CH:22]=3)[N:9]([CH2:10][C:11]3[CH:16]=[CH:15][CH:14]=[CH:13][CH:12]=3)[C@H:3]1[CH2:4][CH2:5][C@H:6]2[O:23][CH2:24][C:25]1[CH:26]=[C:27]([C:35]([F:38])([F:36])[F:37])[CH:28]=[C:29]([C:31]([F:32])([F:33])[F:34])[CH:30]=1)(=[O:41])[CH3:40]. (6) Given the reactants [CH3:1][C:2]1[CH:3]=[N:4][N:5]([C:7]2[CH:12]=[C:11]([C:13]([F:16])([F:15])[F:14])[CH:10]=[C:9]([N+:17]([O-])=O)[CH:8]=2)[CH:6]=1, predict the reaction product. The product is: [CH3:1][C:2]1[CH:3]=[N:4][N:5]([C:7]2[CH:8]=[C:9]([CH:10]=[C:11]([C:13]([F:16])([F:14])[F:15])[CH:12]=2)[NH2:17])[CH:6]=1. (7) Given the reactants O=[C:2]1[CH2:7][CH2:6][N:5]([C:8]([O:10][C:11]([CH3:14])([CH3:13])[CH3:12])=[O:9])[CH2:4][CH2:3]1.[CH3:15][NH:16][CH2:17][CH2:18][O:19][C:20]1[CH:21]=[C:22]([CH2:26][C:27]([O:29][CH3:30])=[O:28])[CH:23]=[CH:24][CH:25]=1.C(O[BH-](OC(=O)C)OC(=O)C)(=O)C.[Na+].C(=O)([O-])O.[Na+], predict the reaction product. The product is: [CH3:30][O:29][C:27](=[O:28])[CH2:26][C:22]1[CH:21]=[C:20]([CH:25]=[CH:24][CH:23]=1)[O:19][CH2:18][CH2:17][N:16]([CH3:15])[CH:2]1[CH2:7][CH2:6][N:5]([C:8]([O:10][C:11]([CH3:14])([CH3:13])[CH3:12])=[O:9])[CH2:4][CH2:3]1. (8) Given the reactants [H-].[H-].[H-].[H-].[Li+].[Al+3].[C:7]([NH:12][C:13]1[N:14]=[C:15]([C:21](OCC)=[O:22])[N:16]([CH2:18][O:19][CH3:20])[CH:17]=1)(=[O:11])[CH:8]([CH3:10])[CH3:9], predict the reaction product. The product is: [CH:21]([C:15]1[N:16]([CH2:18][O:19][CH3:20])[CH:17]=[C:13]([NH:12][C:7](=[O:11])[CH:8]([CH3:10])[CH3:9])[N:14]=1)=[O:22]. (9) Given the reactants [CH2:1]([NH:4][C:5]([C:7]1[NH:8][C:9]2[C:14]([C:15]=1[C:16]1[CH:21]=[CH:20][CH:19]=[CH:18][CH:17]=1)=[CH:13][C:12]([NH2:22])=[CH:11][CH:10]=2)=[O:6])[CH2:2][CH3:3].[Br:23][C:24]1[CH:29]=[CH:28][C:27]([S:30](Cl)(=[O:32])=[O:31])=[CH:26][CH:25]=1, predict the reaction product. The product is: [CH2:1]([NH:4][C:5]([C:7]1[NH:8][C:9]2[C:14]([C:15]=1[C:16]1[CH:21]=[CH:20][CH:19]=[CH:18][CH:17]=1)=[CH:13][C:12]([NH:22][S:30]([C:27]1[CH:28]=[CH:29][C:24]([Br:23])=[CH:25][CH:26]=1)(=[O:32])=[O:31])=[CH:11][CH:10]=2)=[O:6])[CH2:2][CH3:3]. (10) Given the reactants [CH:1]1([C:4]([N:6]2[CH2:10][CH2:9][C@H:8]([NH:11][C:12]3[N:20]=[CH:19][N:18]=[C:17]4[C:13]=3[N:14]=[C:15]([CH2:23][CH:24]3[CH2:27][N:26](C(OC(C)(C)C)=O)[CH2:25]3)[N:16]4[CH2:21][CH3:22])[CH2:7]2)=[O:5])[CH2:3][CH2:2]1.[C:35]([OH:41])([C:37]([F:40])([F:39])[F:38])=[O:36], predict the reaction product. The product is: [NH:26]1[CH2:25][CH:24]([CH2:23][C:15]2[N:16]([CH2:21][CH3:22])[C:17]3[C:13]([N:14]=2)=[C:12]([NH:11][C@H:8]2[CH2:9][CH2:10][N:6]([C:4]([CH:1]4[CH2:2][CH2:3]4)=[O:5])[CH2:7]2)[N:20]=[CH:19][N:18]=3)[CH2:27]1.[C:35]([OH:41])([C:37]([F:40])([F:39])[F:38])=[O:36].